Dataset: Peptide-MHC class II binding affinity with 134,281 pairs from IEDB. Task: Regression. Given a peptide amino acid sequence and an MHC pseudo amino acid sequence, predict their binding affinity value. This is MHC class II binding data. (1) The peptide sequence is LDSQLNRLKSLTDDLQR. The MHC is DRB1_0401 with pseudo-sequence DRB1_0401. The binding affinity (normalized) is 0.673. (2) The peptide sequence is LMCEIEGHHLASAAI. The MHC is HLA-DQA10104-DQB10503 with pseudo-sequence HLA-DQA10104-DQB10503. The binding affinity (normalized) is 0.697. (3) The peptide sequence is SGFLGPLLVLQAGFFLLTR. The MHC is HLA-DQA10401-DQB10402 with pseudo-sequence HLA-DQA10401-DQB10402. The binding affinity (normalized) is 0.346.